Dataset: NCI-60 drug combinations with 297,098 pairs across 59 cell lines. Task: Regression. Given two drug SMILES strings and cell line genomic features, predict the synergy score measuring deviation from expected non-interaction effect. (1) Drug 1: C1=CC(=CC=C1CCC2=CNC3=C2C(=O)NC(=N3)N)C(=O)NC(CCC(=O)O)C(=O)O. Drug 2: CC1C(C(CC(O1)OC2CC(CC3=C2C(=C4C(=C3O)C(=O)C5=C(C4=O)C(=CC=C5)OC)O)(C(=O)C)O)N)O.Cl. Cell line: MALME-3M. Synergy scores: CSS=33.4, Synergy_ZIP=-1.51, Synergy_Bliss=3.35, Synergy_Loewe=2.75, Synergy_HSA=2.98. (2) Drug 1: C1=CC(=CC=C1CCC2=CNC3=C2C(=O)NC(=N3)N)C(=O)NC(CCC(=O)O)C(=O)O. Drug 2: CN(C)C1=NC(=NC(=N1)N(C)C)N(C)C. Cell line: OVCAR-5. Synergy scores: CSS=16.7, Synergy_ZIP=-4.00, Synergy_Bliss=2.98, Synergy_Loewe=-35.2, Synergy_HSA=-0.305. (3) Drug 1: CC1=C2C(C(=O)C3(C(CC4C(C3C(C(C2(C)C)(CC1OC(=O)C(C(C5=CC=CC=C5)NC(=O)OC(C)(C)C)O)O)OC(=O)C6=CC=CC=C6)(CO4)OC(=O)C)OC)C)OC. Drug 2: CC1=C(C=C(C=C1)NC(=O)C2=CC=C(C=C2)CN3CCN(CC3)C)NC4=NC=CC(=N4)C5=CN=CC=C5. Cell line: SF-268. Synergy scores: CSS=55.6, Synergy_ZIP=13.0, Synergy_Bliss=14.5, Synergy_Loewe=-16.8, Synergy_HSA=13.4. (4) Drug 1: CCCS(=O)(=O)NC1=C(C(=C(C=C1)F)C(=O)C2=CNC3=C2C=C(C=N3)C4=CC=C(C=C4)Cl)F. Drug 2: C1CCC(CC1)NC(=O)N(CCCl)N=O. Cell line: HS 578T. Synergy scores: CSS=23.5, Synergy_ZIP=19.0, Synergy_Bliss=21.0, Synergy_Loewe=11.0, Synergy_HSA=15.2. (5) Drug 2: C1CCC(CC1)NC(=O)N(CCCl)N=O. Synergy scores: CSS=7.82, Synergy_ZIP=-4.93, Synergy_Bliss=2.87, Synergy_Loewe=-14.4, Synergy_HSA=-0.318. Drug 1: CC1C(C(CC(O1)OC2CC(CC3=C2C(=C4C(=C3O)C(=O)C5=C(C4=O)C(=CC=C5)OC)O)(C(=O)C)O)N)O.Cl. Cell line: SK-MEL-5. (6) Drug 1: CC1=CC2C(CCC3(C2CCC3(C(=O)C)OC(=O)C)C)C4(C1=CC(=O)CC4)C. Drug 2: CCC1(CC2CC(C3=C(CCN(C2)C1)C4=CC=CC=C4N3)(C5=C(C=C6C(=C5)C78CCN9C7C(C=CC9)(C(C(C8N6C=O)(C(=O)OC)O)OC(=O)C)CC)OC)C(=O)OC)O.OS(=O)(=O)O. Cell line: HS 578T. Synergy scores: CSS=50.9, Synergy_ZIP=9.46, Synergy_Bliss=11.5, Synergy_Loewe=-42.6, Synergy_HSA=5.92. (7) Drug 1: COC1=C(C=C2C(=C1)N=CN=C2NC3=CC(=C(C=C3)F)Cl)OCCCN4CCOCC4. Drug 2: C1C(C(OC1N2C=NC(=NC2=O)N)CO)O. Cell line: PC-3. Synergy scores: CSS=17.7, Synergy_ZIP=-6.50, Synergy_Bliss=-1.75, Synergy_Loewe=2.45, Synergy_HSA=2.88. (8) Drug 1: C1=CC(=CC=C1CCC2=CNC3=C2C(=O)NC(=N3)N)C(=O)NC(CCC(=O)O)C(=O)O. Drug 2: CC(C)CN1C=NC2=C1C3=CC=CC=C3N=C2N. Cell line: HL-60(TB). Synergy scores: CSS=56.8, Synergy_ZIP=5.03, Synergy_Bliss=4.21, Synergy_Loewe=-15.7, Synergy_HSA=3.49. (9) Drug 1: CC=C1C(=O)NC(C(=O)OC2CC(=O)NC(C(=O)NC(CSSCCC=C2)C(=O)N1)C(C)C)C(C)C. Drug 2: CCCCC(=O)OCC(=O)C1(CC(C2=C(C1)C(=C3C(=C2O)C(=O)C4=C(C3=O)C=CC=C4OC)O)OC5CC(C(C(O5)C)O)NC(=O)C(F)(F)F)O. Cell line: MDA-MB-231. Synergy scores: CSS=40.9, Synergy_ZIP=-2.82, Synergy_Bliss=0.162, Synergy_Loewe=2.33, Synergy_HSA=4.08. (10) Drug 1: CCCS(=O)(=O)NC1=C(C(=C(C=C1)F)C(=O)C2=CNC3=C2C=C(C=N3)C4=CC=C(C=C4)Cl)F. Drug 2: CC1CCC2CC(C(=CC=CC=CC(CC(C(=O)C(C(C(=CC(C(=O)CC(OC(=O)C3CCCCN3C(=O)C(=O)C1(O2)O)C(C)CC4CCC(C(C4)OC)OCCO)C)C)O)OC)C)C)C)OC. Cell line: MDA-MB-435. Synergy scores: CSS=45.1, Synergy_ZIP=13.2, Synergy_Bliss=14.3, Synergy_Loewe=13.8, Synergy_HSA=15.4.